The task is: Predict the reactants needed to synthesize the given product.. This data is from Full USPTO retrosynthesis dataset with 1.9M reactions from patents (1976-2016). (1) The reactants are: [Br:1][C:2]1[CH:3]=[CH:4][C:5]2[N:6]([CH:8]=[C:9]([C:11]3[CH:16]=[CH:15][C:14]([OH:17])=[CH:13][CH:12]=3)[N:10]=2)[CH:7]=1.C(=O)([O-])[O-].[K+].[K+].Br[CH2:25][CH2:26][CH2:27][F:28].O. Given the product [Br:1][C:2]1[CH:3]=[CH:4][C:5]2[N:6]([CH:8]=[C:9]([C:11]3[CH:16]=[CH:15][C:14]([O:17][CH2:25][CH2:26][CH2:27][F:28])=[CH:13][CH:12]=3)[N:10]=2)[CH:7]=1, predict the reactants needed to synthesize it. (2) Given the product [OH:39][C@@H:38]([C:40]1[CH:45]=[CH:44][C:43]([N+:46]([O-:48])=[O:47])=[CH:42][CH:41]=1)[C@@H:37]([NH:36][C:16]([C@@H:9]1[CH2:10][C:11](=[N:13][O:14][CH3:15])[CH2:12][N:8]1[C:6]([C:30]1[CH:29]=[CH:28][C:27]([C:22]2[CH:23]=[CH:24][CH:25]=[CH:26][C:21]=2[O:20][CH3:19])=[CH:32][CH:31]=1)=[O:7])=[O:18])[CH2:49][OH:50], predict the reactants needed to synthesize it. The reactants are: C(O[C:6]([N:8]1[CH2:12][C:11](=[N:13][O:14][CH3:15])[CH2:10][C@H:9]1[C:16]([OH:18])=O)=[O:7])(C)(C)C.[CH3:19][O:20][C:21]1[CH:26]=[CH:25][CH:24]=[CH:23][C:22]=1[C:27]1[CH:32]=[CH:31][C:30](C(O)=O)=[CH:29][CH:28]=1.[NH2:36][C@@H:37]([CH2:49][OH:50])[C@H:38]([C:40]1[CH:45]=[CH:44][C:43]([N+:46]([O-:48])=[O:47])=[CH:42][CH:41]=1)[OH:39]. (3) Given the product [ClH:35].[C:30]([C:28]1[CH:27]=[CH:26][C:25]([O:32][CH3:33])=[C:24]([NH:23][C:21]([NH:20][C:17]2[CH:18]=[CH:19][C:14]([C@@H:10]3[O:11][CH2:12][CH2:13][NH:8][CH2:9]3)=[CH:15][C:16]=2[F:34])=[O:22])[CH:29]=1)#[N:31], predict the reactants needed to synthesize it. The reactants are: C(OC([N:8]1[CH2:13][CH2:12][O:11][C@@H:10]([C:14]2[CH:19]=[CH:18][C:17]([NH:20][C:21]([NH:23][C:24]3[CH:29]=[C:28]([C:30]#[N:31])[CH:27]=[CH:26][C:25]=3[O:32][CH3:33])=[O:22])=[C:16]([F:34])[CH:15]=2)[CH2:9]1)=O)(C)(C)C.[ClH:35].O1CCOCC1. (4) Given the product [Br:1][C:2]1[CH:7]=[CH:6][C:5]([CH2:8][Br:35])=[C:4]([I:9])[CH:3]=1, predict the reactants needed to synthesize it. The reactants are: [Br:1][C:2]1[CH:7]=[CH:6][C:5]([CH3:8])=[C:4]([I:9])[CH:3]=1.C(OOC(=O)C1C=CC=CC=1)(=O)C1C=CC=CC=1.C1C(=O)N([Br:35])C(=O)C1.CO.